Task: Predict the reaction yield, written as a fraction of the theoretical maximum amount of product (1.0 means a 100% yield; for example, 0.34 means a 34% yield).. Dataset: Reaction yield outcomes from USPTO patents with 853,638 reactions (1) The reactants are P(Cl)(Cl)(Cl)=O.[CH3:6][O:7][C:8](=[O:20])[C:9]([NH:11][CH2:12][C:13]1[CH:18]=[CH:17][C:16]([F:19])=[CH:15][N:14]=1)=O. The catalyst is C1(C)C=CC=CC=1. The product is [CH3:6][O:7][C:8]([C:9]1[N:14]2[CH:15]=[C:16]([F:19])[CH:17]=[CH:18][C:13]2=[CH:12][N:11]=1)=[O:20]. The yield is 0.310. (2) The reactants are [CH3:1][O:2][C:3]1[C:8]([C:9]([NH2:11])=[O:10])=[C:7]([CH3:12])[N:6]=[C:5]([O:13][CH3:14])[CH:4]=1.C([Li])CCC.CO[C:22]1C=[CH:28][C:25]([C:26]#N)=[CH:24][CH:23]=1.[CH2:30]1[CH2:34][O:33][CH2:32][CH2:31]1. No catalyst specified. The product is [CH3:14][O:13][C:5]1[CH:4]=[C:3]([O:2][CH3:1])[C:8]2[C:9](=[O:10])[NH:11][C:28]([C:25]3[CH:24]=[C:23]([CH3:22])[C:34]([O:33][CH3:32])=[C:30]([CH3:31])[CH:26]=3)=[CH:12][C:7]=2[N:6]=1. The yield is 0.120. (3) The reactants are [NH2:1][C:2]1[CH:7]=[C:6]([O:8][C:9]([F:12])([F:11])[F:10])[CH:5]=[CH:4][C:3]=1[OH:13].[C:14](N1C=CN=C1)(N1C=CN=C1)=[O:15].CC#N.O.FC(F)(F)C(O)=O. The catalyst is O1CCCC1. The product is [F:12][C:9]([F:10])([F:11])[O:8][C:6]1[CH:5]=[CH:4][C:3]2[O:13][C:14](=[O:15])[NH:1][C:2]=2[CH:7]=1. The yield is 0.980.